This data is from Full USPTO retrosynthesis dataset with 1.9M reactions from patents (1976-2016). The task is: Predict the reactants needed to synthesize the given product. The reactants are: [C:1]([O:5][C:6]([N:8]1[CH2:15][CH:14]2[C:16](=O)[CH:10]([CH2:11][CH:12]([C:18]([O:20][CH3:21])=[O:19])[CH2:13]2)[CH2:9]1)=[O:7])([CH3:4])([CH3:3])[CH3:2].S(NN)(C1C=CC(C)=CC=1)(=O)=O.C([BH3-])#N.[Na+]. Given the product [C:1]([O:5][C:6]([N:8]1[CH2:9][CH:10]2[CH2:16][CH:14]([CH2:13][CH:12]([C:18]([O:20][CH3:21])=[O:19])[CH2:11]2)[CH2:15]1)=[O:7])([CH3:4])([CH3:3])[CH3:2], predict the reactants needed to synthesize it.